From a dataset of Reaction yield outcomes from USPTO patents with 853,638 reactions. Predict the reaction yield, written as a fraction of the theoretical maximum amount of product (1.0 means a 100% yield; for example, 0.34 means a 34% yield). (1) The reactants are S(=O)(=O)(O)O.[CH3:6][O:7][CH2:8][C:9]1[O:13][CH:12]=[C:11]([C:14]#[C:15][C:16]2[CH:41]=[CH:40][C:19]([C:20]([N:22]([CH3:39])[C@:23]([CH3:38])([C:28]([NH:30][O:31]C3CCCCO3)=[O:29])[C:24]([NH:26][CH3:27])=[O:25])=[O:21])=[CH:18][CH:17]=2)[CH:10]=1.C(=O)([O-])O.[Na+].[Cl-].[Na+]. The catalyst is O.C(OCC)(=O)C.O1CCOCC1. The product is [OH:31][NH:30][C:28](=[O:29])[C@:23]([N:22]([C:20]([C:19]1[CH:40]=[CH:41][C:16]([C:15]#[C:14][C:11]2[CH:10]=[C:9]([CH2:8][O:7][CH3:6])[O:13][CH:12]=2)=[CH:17][CH:18]=1)=[O:21])[CH3:39])([CH3:38])[C:24]([NH:26][CH3:27])=[O:25]. The yield is 0.680. (2) The reactants are C([O:8][C:9]1[C:25]([C@H:26]2[C@H:31]([O:32]CC3C=CC=CC=3)[C@@H:30]([O:40]CC3C=CC=CC=3)[C@H:29]([O:48]CC3C=CC=CC=3)[C@@H:28]([CH2:56][O:57]CC3C=CC=CC=3)[S:27]2)=[CH:24][C:12]([CH2:13][C:14]2[CH:23]=[CH:22][C:17]3[O:18][CH2:19][CH2:20][O:21][C:16]=3[CH:15]=2)=[C:11]([CH3:65])[CH:10]=1)C1C=CC=CC=1.CC1C(C)=C(C)C(C)=C(C)C=1.B(Cl)(Cl)Cl. The catalyst is ClCCl. The product is [O:18]1[CH2:19][CH2:20][O:21][C:16]2[CH:15]=[C:14]([CH2:13][C:12]3[C:11]([CH3:65])=[CH:10][C:9]([OH:8])=[C:25]([C@H:26]4[C@H:31]([OH:32])[C@@H:30]([OH:40])[C@H:29]([OH:48])[C@@H:28]([CH2:56][OH:57])[S:27]4)[CH:24]=3)[CH:23]=[CH:22][C:17]1=2. The yield is 0.310. (3) The reactants are [OH:1][C:2]1[C:3]([CH3:18])=[C:4]2[C:9](=[C:10]([CH3:13])[C:11]=1[CH3:12])[O:8][C:7]([C:15](=[O:17])[CH3:16])([CH3:14])[CH2:6][CH2:5]2.[Br:19]Br. The catalyst is C(O)C. The product is [Br:19][CH2:16][C:15]([C:7]1([CH3:14])[CH2:6][CH2:5][C:4]2[C:9](=[C:10]([CH3:13])[C:11]([CH3:12])=[C:2]([OH:1])[C:3]=2[CH3:18])[O:8]1)=[O:17]. The yield is 0.360. (4) The catalyst is C1COCC1.C(OCC)(=O)C.Cl. The product is [CH2:1]1[C:10]2[C:5](=[CH:6][CH:7]=[CH:8][CH:9]=2)[CH2:4][CH2:3][CH:2]1[NH:11][C:12]([C:14]1[CH:36]=[CH:35][C:17]([O:18][C:19]2[CH:28]=[C:27]3[C:22]([CH:23]([C:29]([OH:31])=[O:30])[CH2:24][CH2:25][O:26]3)=[CH:21][C:20]=2[C:33]#[N:34])=[CH:16][CH:15]=1)=[O:13]. The yield is 0.310. The reactants are [CH2:1]1[C:10]2[C:5](=[CH:6][CH:7]=[CH:8][CH:9]=2)[CH2:4][CH2:3][CH:2]1[NH:11][C:12]([C:14]1[CH:36]=[CH:35][C:17]([O:18][C:19]2[CH:28]=[C:27]3[C:22]([CH:23]([C:29]([O:31]C)=[O:30])[CH2:24][CH2:25][O:26]3)=[CH:21][C:20]=2[C:33]#[N:34])=[CH:16][CH:15]=1)=[O:13].[OH-].[Na+].CO. (5) The reactants are Cl[C:2]1[C:11]2[C:6](=[CH:7][C:8]([O:14][CH3:15])=[C:9]([O:12][CH3:13])[CH:10]=2)[N:5]=[CH:4][N:3]=1.[OH:16][C:17]1[CH:30]=[CH:29][C:20]2[C:21]([C:25]([NH:27][CH3:28])=[O:26])=[C:22]([CH3:24])[O:23][C:19]=2[CH:18]=1.C([O-])([O-])=O.[K+].[K+]. The catalyst is CC#N. The product is [CH3:13][O:12][C:9]1[CH:10]=[C:11]2[C:6](=[CH:7][C:8]=1[O:14][CH3:15])[N:5]=[CH:4][N:3]=[C:2]2[O:16][C:17]1[CH:30]=[CH:29][C:20]2[C:21]([C:25]([NH:27][CH3:28])=[O:26])=[C:22]([CH3:24])[O:23][C:19]=2[CH:18]=1. The yield is 0.850. (6) The reactants are Cl[C:2]1[CH:12]=[CH:11][C:5]([C:6]([O:8]CC)=[O:7])=[CH:4][N:3]=1.[S:13]1[CH:17]=[CH:16][N:15]=[C:14]1[CH2:18][OH:19]. No catalyst specified. The product is [S:13]1[CH:17]=[CH:16][N:15]=[C:14]1[CH2:18][O:19][C:2]1[CH:12]=[CH:11][C:5]([C:6]([OH:8])=[O:7])=[CH:4][N:3]=1. The yield is 0.210. (7) The reactants are [C:1]([N:5]1[C:9]([CH3:10])=[CH:8][C:7]([C:11]([O:13]CC)=[O:12])=[N:6]1)([CH3:4])([CH3:3])[CH3:2].C(O)C.O.O1CCOCC1.[OH-].[Li+].Cl. The catalyst is O. The product is [C:1]([N:5]1[C:9]([CH3:10])=[CH:8][C:7]([C:11]([OH:13])=[O:12])=[N:6]1)([CH3:4])([CH3:2])[CH3:3]. The yield is 0.960.